Dataset: Catalyst prediction with 721,799 reactions and 888 catalyst types from USPTO. Task: Predict which catalyst facilitates the given reaction. (1) Reactant: [C:1]([C:3]1[CH:4]=[N:5][N:6]2[C:11](=[O:12])[C:10]([CH:13]([CH3:15])[CH3:14])=[C:9]([C:16]3[CH:17]=[N:18][N:19]([C:21]([CH3:30])([CH3:29])[C:22]([O:24]C(C)(C)C)=[O:23])[CH:20]=3)[NH:8][C:7]=12)#[N:2]. Product: [C:1]([C:3]1[CH:4]=[N:5][N:6]2[C:11](=[O:12])[C:10]([CH:13]([CH3:15])[CH3:14])=[C:9]([C:16]3[CH:17]=[N:18][N:19]([C:21]([CH3:30])([CH3:29])[C:22]([OH:24])=[O:23])[CH:20]=3)[NH:8][C:7]=12)#[N:2]. The catalyst class is: 89. (2) Product: [CH2:1]([O:3][C:4]([C:6]1[C:7]([C:17]2[CH:22]=[CH:21][C:20]([F:23])=[CH:19][CH:18]=2)=[C:8]2[N:13]([CH:14]=1)[CH:12]=[C:11]([CH2:15][NH:24][C:25]1[O:29][C:28]([C:30]([OH:37])([C:31]([F:34])([F:33])[F:32])[CH2:35][CH3:36])=[N:27][N:26]=1)[CH:10]=[CH:9]2)=[O:5])[CH3:2]. The catalyst class is: 11. Reactant: [CH2:1]([O:3][C:4]([C:6]1[C:7]([C:17]2[CH:22]=[CH:21][C:20]([F:23])=[CH:19][CH:18]=2)=[C:8]2[N:13]([CH:14]=1)[CH:12]=[C:11]([CH:15]=O)[CH:10]=[CH:9]2)=[O:5])[CH3:2].[NH2:24][C:25]1[O:29][C:28]([C:30]([OH:37])([CH2:35][CH3:36])[C:31]([F:34])([F:33])[F:32])=[N:27][N:26]=1.C1(C)C=CC(S(O)(=O)=O)=CC=1.[NH+]1C=CC=CC=1.[BH4-].[Na+]. (3) Reactant: C1(C)C=CC(S(O)(=O)=[O:8])=CC=1.[C:12]([NH:15][C:16]1([CH2:22][C:23]2[CH:28]=[CH:27][CH:26]=[CH:25][CH:24]=2)[CH2:21][CH2:20][NH:19][CH2:18][CH2:17]1)(=[O:14])[CH3:13].Cl.[C:30]([N:38]1[CH2:43][CH2:42][CH2:41][C:40]([C:60]2[CH:65]=[CH:64][C:63]([Cl:66])=[C:62]([Cl:67])[CH:61]=2)([CH2:44][CH2:45][CH2:46]N2CCC(C(N3CCCC3)=O)CC2)[CH2:39]1)(=[O:37])[C:31]1[CH:36]=[CH:35][CH:34]=[CH:33][CH:32]=1.C([O-])([O-])=O.[K+].[K+].Cl. Product: [OH2:8].[OH2:14].[ClH:66].[C:12]([NH:15][C:16]1([CH2:22][C:23]2[CH:24]=[CH:25][CH:26]=[CH:27][CH:28]=2)[CH2:17][CH2:18][N:19]([CH2:46][CH2:45][CH2:44][C:40]2([C:60]3[CH:65]=[CH:64][C:63]([Cl:66])=[C:62]([Cl:67])[CH:61]=3)[CH2:41][CH2:42][CH2:43][N:38]([C:30](=[O:37])[C:31]3[CH:36]=[CH:35][CH:34]=[CH:33][CH:32]=3)[CH2:39]2)[CH2:20][CH2:21]1)(=[O:14])[CH3:13]. The catalyst class is: 735. (4) Reactant: [NH2:1][C:2]1[CH:3]=[C:4]([CH3:18])[CH:5]=[C:6]2[C:10]=1[NH:9][C:8]([C:11]([N:13]1[CH2:17][CH2:16][CH2:15][CH2:14]1)=[O:12])=[CH:7]2.CN(C)C.C[O:24][C:25](=[O:28])[CH2:26]Br.O. Product: [CH3:18][C:4]1[CH:5]=[C:6]2[C:10](=[C:2]([NH:1][CH2:26][C:25]([OH:28])=[O:24])[CH:3]=1)[NH:9][C:8]([C:11]([N:13]1[CH2:14][CH2:15][CH2:16][CH2:17]1)=[O:12])=[CH:7]2. The catalyst class is: 1. (5) Reactant: [Cl:1][C:2]1[CH:3]=[C:4]([CH:25]=[CH:26][CH:27]=1)[C:5]([NH:7][C:8]1[CH:9]=[CH:10][C:11]([CH3:24])=[C:12]([O:14]C(=O)C2C=CC=C(Cl)C=2)[CH:13]=1)=[O:6].[OH-].[Na+]. Product: [Cl:1][C:2]1[CH:3]=[C:4]([CH:25]=[CH:26][CH:27]=1)[C:5]([NH:7][C:8]1[CH:9]=[CH:10][C:11]([CH3:24])=[C:12]([OH:14])[CH:13]=1)=[O:6]. The catalyst class is: 83.